This data is from Full USPTO retrosynthesis dataset with 1.9M reactions from patents (1976-2016). The task is: Predict the reactants needed to synthesize the given product. (1) The reactants are: [Cl:1][CH2:2][CH:3]1[C:11]2[C:10]3[CH:12]=[C:13]([S:19]([NH2:22])(=[O:21])=[O:20])[C:14]([N+:16]([O-:18])=[O:17])=[CH:15][C:9]=3[CH:8]=[CH:7][C:6]=2[N:5]([C:23](=[O:28])[C:24]([F:27])([F:26])[F:25])[CH2:4]1.[N+:29]([O-])([O-:31])=[O:30].[K+]. Given the product [Cl:1][CH2:2][CH:3]1[C:11]2[C:10]3[CH:12]=[C:13]([S:19]([NH2:22])(=[O:21])=[O:20])[C:14]([N+:16]([O-:18])=[O:17])=[CH:15][C:9]=3[C:8]([N+:29]([O-:31])=[O:30])=[CH:7][C:6]=2[N:5]([C:23](=[O:28])[C:24]([F:27])([F:26])[F:25])[CH2:4]1, predict the reactants needed to synthesize it. (2) Given the product [CH3:1][C:2]1[CH:9]=[C:8]([N+:10]([O-:12])=[O:11])[CH:7]=[CH:6][C:3]=1[CH2:4][NH2:5], predict the reactants needed to synthesize it. The reactants are: [CH3:1][C:2]1[CH:9]=[C:8]([N+:10]([O-:12])=[O:11])[CH:7]=[CH:6][C:3]=1[C:4]#[N:5].O. (3) Given the product [C:4]1(=[O:12])[N:5]([CH2:6][CH3:7])[C:1](=[O:17])[C:2]2=[CH:16][CH:15]=[CH:14][CH:13]=[C:3]12.[CH3:21][N:22]([CH3:18])[SH:8](=[O:9])=[O:10], predict the reactants needed to synthesize it. The reactants are: [C:1]1(=[O:17])[N:5]([CH2:6][CH2:7][S:8](Cl)(=[O:10])=[O:9])[C:4](=[O:12])[C:3]2=[CH:13][CH:14]=[CH:15][CH:16]=[C:2]12.[C:18]1(=O)[N:22](CC)[C:21](=O)C2=CC=CC=C12.CNS(=O)=O. (4) Given the product [CH2:16]([N:12]1[C:13]2[C:8](=[CH:7][N:6]=[C:5]([C:3]([NH:31][CH2:32][C:33]([CH3:38])([CH3:37])[C:34]([OH:36])=[O:35])=[O:4])[C:14]=2[OH:15])[CH:9]=[CH:10][C:11]1=[O:23])[C:17]1[CH:18]=[CH:19][CH:20]=[CH:21][CH:22]=1, predict the reactants needed to synthesize it. The reactants are: CO[C:3]([C:5]1[C:14]([OH:15])=[C:13]2[C:8]([CH:9]=[CH:10][C:11](=[O:23])[N:12]2[CH2:16][C:17]2[CH:22]=[CH:21][CH:20]=[CH:19][CH:18]=2)=[CH:7][N:6]=1)=[O:4].OC(C(F)(F)F)=O.[NH2:31][CH2:32][C:33]([CH3:38])([CH3:37])[C:34]([OH:36])=[O:35].C[O-].[Na+].